This data is from Full USPTO retrosynthesis dataset with 1.9M reactions from patents (1976-2016). The task is: Predict the reactants needed to synthesize the given product. Given the product [OH:1][C:2]1([CH:8]([C:23]2[CH:24]=[CH:25][C:26]([O:29][C:38]3[C:39]4[C:34](=[CH:33][CH:32]=[CH:31][CH:30]=4)[CH:35]=[CH:36][CH:37]=3)=[CH:27][CH:28]=2)[CH2:9][N:10]2[CH2:11][CH2:12][N:13]([C:16]([O:18][C:19]([CH3:20])([CH3:21])[CH3:22])=[O:17])[CH2:14][CH2:15]2)[CH2:7][CH2:6][CH2:5][CH2:4][CH2:3]1, predict the reactants needed to synthesize it. The reactants are: [OH:1][C:2]1([CH:8]([C:23]2[CH:28]=[CH:27][C:26]([OH:29])=[CH:25][CH:24]=2)[CH2:9][N:10]2[CH2:15][CH2:14][N:13]([C:16]([O:18][C:19]([CH3:22])([CH3:21])[CH3:20])=[O:17])[CH2:12][CH2:11]2)[CH2:7][CH2:6][CH2:5][CH2:4][CH2:3]1.[C:30]1(B(O)O)[C:39]2[C:34](=[CH:35][CH:36]=[CH:37][CH:38]=2)[CH:33]=[CH:32][CH:31]=1.C(N(CC)CC)C.